This data is from Reaction yield outcomes from USPTO patents with 853,638 reactions. The task is: Predict the reaction yield, written as a fraction of the theoretical maximum amount of product (1.0 means a 100% yield; for example, 0.34 means a 34% yield). (1) The reactants are Cl[CH2:2][C:3]([NH:5][CH2:6][C:7]1([CH3:31])[CH2:16][C:15]2[C:10](=[C:11]3[CH2:22][C:21]([CH3:24])([CH3:23])[O:20][C:12]3=[C:13]([O:17][CH2:18][CH3:19])[CH:14]=2)[C:9]([C:25]2[CH:30]=[CH:29][CH:28]=[CH:27][CH:26]=2)=[N:8]1)=[O:4].[H-].[Na+].[NH:34]1[CH:38]=[CH:37][N:36]=[CH:35]1.O. The catalyst is CN(C)C=O. The product is [CH2:18]([O:17][C:13]1[CH:14]=[C:15]2[C:10](=[C:11]3[CH2:22][C:21]([CH3:24])([CH3:23])[O:20][C:12]=13)[C:9]([C:25]1[CH:30]=[CH:29][CH:28]=[CH:27][CH:26]=1)=[N:8][C:7]([CH2:6][NH:5][C:3](=[O:4])[CH2:2][N:34]1[CH:38]=[CH:37][N:36]=[CH:35]1)([CH3:31])[CH2:16]2)[CH3:19]. The yield is 0.720. (2) The reactants are [F:1][C:2]([F:21])([F:20])[C:3]1[CH:8]=[CH:7][C:6]([C:9]2[C:13]([C:14]3[CH:19]=[CH:18][N:17]=[CH:16][CH:15]=3)=[CH:12][NH:11][N:10]=2)=[CH:5][CH:4]=1.[CH2:22]([CH:24]1[O:26][CH2:25]1)Cl.C(=O)([O-])[O-].[Cs+].[Cs+]. The catalyst is CN(C=O)C.CCOC(C)=O. The product is [O:26]1[CH2:25][CH:24]1[CH2:22][N:11]1[CH:12]=[C:13]([C:14]2[CH:19]=[CH:18][N:17]=[CH:16][CH:15]=2)[C:9]([C:6]2[CH:5]=[CH:4][C:3]([C:2]([F:1])([F:20])[F:21])=[CH:8][CH:7]=2)=[N:10]1. The yield is 0.330. (3) The catalyst is C(Cl)Cl. The yield is 1.00. The reactants are [Br:1][C:2]1[CH:19]=[CH:18][C:5]([O:6][CH:7]2[CH2:10][N:9](C(OC(C)(C)C)=O)[CH2:8]2)=[CH:4][CH:3]=1.C(O)(C(F)(F)F)=O. The product is [Br:1][C:2]1[CH:19]=[CH:18][C:5]([O:6][CH:7]2[CH2:8][NH:9][CH2:10]2)=[CH:4][CH:3]=1. (4) The reactants are [CH2:1]([O:8][CH2:9][CH2:10][CH:11]1[CH2:20][CH2:19][C:14]2(OCC[O:15]2)[CH2:13][CH2:12]1)[C:2]1[CH:7]=[CH:6][CH:5]=[CH:4][CH:3]=1.O.CC1C=CC(S(O)(=O)=O)=CC=1. The catalyst is CC(C)=O. The product is [CH2:1]([O:8][CH2:9][CH2:10][CH:11]1[CH2:12][CH2:13][C:14](=[O:15])[CH2:19][CH2:20]1)[C:2]1[CH:7]=[CH:6][CH:5]=[CH:4][CH:3]=1. The yield is 0.970. (5) The reactants are Cl.[NH:2]1[CH2:6][CH2:5][C@H:4]([OH:7])[CH2:3]1.C(N(CC)CC)C.[O:15]1[CH2:20][CH2:19][CH:18]([C:21](Cl)=[O:22])[CH2:17][CH2:16]1.CCOC(C)=O. The catalyst is C(Cl)Cl. The product is [OH:7][C@H:4]1[CH2:5][CH2:6][N:2]([C:21]([CH:18]2[CH2:19][CH2:20][O:15][CH2:16][CH2:17]2)=[O:22])[CH2:3]1. The yield is 0.980. (6) The reactants are [Cl:1][C:2]1[CH:7]=[CH:6][C:5]([CH2:8][C:9](N)=[O:10])=[CH:4][C:3]=1[N+:12]([O-:14])=[O:13].[CH3:15][OH:16]. No catalyst specified. The product is [CH3:15][O:16][C:9](=[O:10])[CH2:8][C:5]1[CH:6]=[CH:7][C:2]([Cl:1])=[C:3]([N+:12]([O-:14])=[O:13])[CH:4]=1. The yield is 0.890.